Dataset: Full USPTO retrosynthesis dataset with 1.9M reactions from patents (1976-2016). Task: Predict the reactants needed to synthesize the given product. (1) Given the product [Cl:1][C:2]1[C:3]([C:28]2[CH:29]=[CH:30][CH:31]=[C:26]([F:25])[N:27]=2)=[CH:4][C:5]([NH:8][C@H:9]2[CH2:14][CH2:13][C@H:12]([CH2:15][NH:16][C:17](=[O:23])[O:18][C:19]([CH3:22])([CH3:21])[CH3:20])[CH2:11][CH2:10]2)=[N:6][CH:7]=1, predict the reactants needed to synthesize it. The reactants are: [Cl:1][C:2]1[C:3](I)=[CH:4][C:5]([NH:8][C@H:9]2[CH2:14][CH2:13][C@H:12]([CH2:15][NH:16][C:17](=[O:23])[O:18][C:19]([CH3:22])([CH3:21])[CH3:20])[CH2:11][CH2:10]2)=[N:6][CH:7]=1.[F:25][C:26]1[CH:31]=[CH:30][CH:29]=[C:28](B2OC(C)(C)C(C)(C)O2)[N:27]=1.C(Cl)Cl.C(=O)([O-])[O-].[Na+].[Na+]. (2) Given the product [CH:1]1([CH2:6][C@H:7]([NH:26][C:27]([C:29]2[O:30][CH:31]=[CH:32][CH:33]=2)=[O:28])[C:8](=[O:25])[NH:9][CH:10]2[CH2:16][CH2:15][CH2:14][N:13]([C:17]([C:19]3[O:20][CH:21]=[CH:22][CH:23]=3)=[O:18])[CH2:12][C:11]2=[O:24])[CH2:2][CH2:3][CH2:4][CH2:5]1, predict the reactants needed to synthesize it. The reactants are: [CH:1]1([CH2:6][C@H:7]([NH:26][C:27]([C:29]2[O:30][CH:31]=[CH:32][CH:33]=2)=[O:28])[C:8](=[O:25])[NH:9][CH:10]2[CH2:16][CH2:15][CH2:14][N:13]([C:17]([C:19]3[O:20][CH:21]=[CH:22][CH:23]=3)=[O:18])[CH2:12][CH:11]2[OH:24])[CH2:5][CH2:4][CH2:3][CH2:2]1.C(OC(N1CCCCC(C2CCCC2)(O)[C@@H]1N(N)C(=O)CCC(C1OC=CC=1)=O)=O)C1C=CC=CC=1. (3) Given the product [Br:21][CH2:12][C:8]1[CH:9]=[CH:10][CH:11]=[C:6]([O:5][CH2:4][C:3]2[C:2]([CH3:1])=[CH:18][CH:17]=[CH:16][C:15]=2[CH3:19])[C:7]=1[CH3:14], predict the reactants needed to synthesize it. The reactants are: [CH3:1][C:2]1[CH:18]=[CH:17][CH:16]=[C:15]([CH3:19])[C:3]=1[CH2:4][O:5][C:6]1[C:7]([CH3:14])=[C:8]([CH2:12]O)[CH:9]=[CH:10][CH:11]=1.C(Br)(Br)(Br)[Br:21].C1(P(C2C=CC=CC=2)C2C=CC=CC=2)C=CC=CC=1. (4) Given the product [N:4]1[S:8][N:7]=[C:6]2[CH:9]=[C:10]([C:13]([OH:15])=[O:14])[CH:11]=[CH:12][C:5]=12, predict the reactants needed to synthesize it. The reactants are: C(O)C.[N:4]1[S:8][N:7]=[C:6]2[CH:9]=[C:10]([C:13]([O:15]C)=[O:14])[CH:11]=[CH:12][C:5]=12.Cl. (5) Given the product [CH2:20]([N:13]1[CH2:12][C:11](=[O:16])[N:10]2[C:17]3[CH:18]=[N:19][C:5]([O:4][CH3:3])=[CH:6][C:7]=3[CH2:8][CH:9]2[C:14]1=[O:15])[C:21]1[CH:26]=[CH:25][CH:24]=[CH:23][CH:22]=1, predict the reactants needed to synthesize it. The reactants are: [H-].[Na+].[CH3:3][O:4][C:5]1[N:19]=[CH:18][C:17]2[N:10]3[C:11](=[O:16])[CH2:12][NH:13][C:14](=[O:15])[CH:9]3[CH2:8][C:7]=2[CH:6]=1.[CH2:20](Br)[C:21]1[CH:26]=[CH:25][CH:24]=[CH:23][CH:22]=1. (6) Given the product [F:14][C:15]1[CH:20]=[CH:19][CH:18]=[CH:17][C:16]=1[C:2]1[CH:7]=[CH:6][CH:5]=[CH:4][C:3]=1[CH2:8][C:9]([O:11][CH2:12][CH3:13])=[O:10], predict the reactants needed to synthesize it. The reactants are: Br[C:2]1[CH:7]=[CH:6][CH:5]=[CH:4][C:3]=1[CH2:8][C:9]([O:11][CH2:12][CH3:13])=[O:10].[F:14][C:15]1[CH:20]=[CH:19][CH:18]=[CH:17][C:16]=1B(O)O.C(=O)([O-])[O-].[K+].[K+].O.